From a dataset of Catalyst prediction with 721,799 reactions and 888 catalyst types from USPTO. Predict which catalyst facilitates the given reaction. (1) Reactant: [CH3:1][CH2:2][CH2:3][C:4]1[C:10]2[C:11]3[O:16][C:15]([CH3:18])([CH3:17])[CH:14]=[CH:13][C:12]=3[C:19]3[O:24][C@H:23]([CH3:25])[C@@H:22]([CH3:26])[C@H:21]([O:27][C:28]([CH3:30])=[O:29])[C:20]=3[C:9]=2[O:8][C:6](=[O:7])[CH:5]=1.CCCC1C2C3OC(C)(C)C=CC=3C3OC(C)C(C)C(O)C=3C=2OC(=O)C=1. Product: [O:8]1[C:9]2[C:10](=[CH:11][CH:12]=[CH:19][CH:20]=2)[CH2:4][CH2:5][CH:6]1[OH:7].[CH3:1][CH2:2][CH2:3][C:4]1[C:10]2[C:11]3[O:16][C:15]([CH3:17])([CH3:18])[CH:14]=[CH:13][C:12]=3[C:19]3[O:24][C@H:23]([CH3:25])[C@@H:22]([CH3:26])[C@H:21]([O:27][C:28]([CH3:30])=[O:29])[C:20]=3[C:9]=2[O:8][C:6](=[O:7])[CH:5]=1. The catalyst class is: 52. (2) The catalyst class is: 1. Product: [F:23][C:21]1[CH:22]=[C:17]([N:15]2[CH:16]=[C:12]([CH2:10][OH:9])[N:13]=[N:14]2)[CH:18]=[C:19]([F:30])[C:20]=1[N:24]1[CH2:29][CH2:28][S:27][CH2:26][CH2:25]1. Reactant: [H-].[Al+3].[Li+].[H-].[H-].[H-].C([O:9][C:10]([C:12]1[N:13]=[N:14][N:15]([C:17]2[CH:22]=[C:21]([F:23])[C:20]([N:24]3[CH2:29][CH2:28][S:27][CH2:26][CH2:25]3)=[C:19]([F:30])[CH:18]=2)[CH:16]=1)=O)C. (3) Reactant: [H-].[Na+].[I:3][C:4]1[CH:12]=[CH:11][C:7]([CH2:8][CH2:9][OH:10])=[CH:6][CH:5]=1.I[CH3:14].[NH4+].[Cl-]. Product: [I:3][C:4]1[CH:12]=[CH:11][C:7]([CH2:8][CH2:9][O:10][CH3:14])=[CH:6][CH:5]=1. The catalyst class is: 1. (4) Reactant: [Br:1][C:2]1[CH:7]=[CH:6][CH:5]=[CH:4][C:3]=1[CH:8]=[N:9][N:10]1[C:19]2[C:14](=[CH:15][CH:16]=[CH:17][CH:18]=2)[C:13]([OH:20])=[C:12]([C:21]2[NH:26][C:25]3[CH:27]=[CH:28][CH:29]=[CH:30][C:24]=3[S:23](=[O:32])(=[O:31])[N:22]=2)[C:11]1=[O:33].CO.[BH4-].[Li+].Cl. Product: [Br:1][C:2]1[CH:7]=[CH:6][CH:5]=[CH:4][C:3]=1[CH2:8][NH:9][N:10]1[C:19]2[C:14](=[CH:15][CH:16]=[CH:17][CH:18]=2)[C:13]([OH:20])=[C:12]([C:21]2[NH:26][C:25]3[CH:27]=[CH:28][CH:29]=[CH:30][C:24]=3[S:23](=[O:32])(=[O:31])[N:22]=2)[C:11]1=[O:33]. The catalyst class is: 30. (5) Reactant: [CH2:1]([C:4]1([S:7]([N:10]2[C:14]3=[CH:15][C:16]4[O:20][CH:19]=[N:18][C:17]=4[C:21]([F:22])=[C:13]3[N:12]([C:23]3[CH:28]=[CH:27][C:26]([Br:29])=[CH:25][C:24]=3[Cl:30])C2=O)(=[O:9])=[O:8])[CH2:6][CH2:5]1)[CH:2]=[CH2:3].C[Si](C)(C)[O-].[K+].[NH4+].[Cl-]. Product: [CH2:1]([C:4]1([S:7]([NH:10][C:14]2[C:13]([NH:12][C:23]3[CH:28]=[CH:27][C:26]([Br:29])=[CH:25][C:24]=3[Cl:30])=[C:21]([F:22])[C:17]3[N:18]=[CH:19][O:20][C:16]=3[CH:15]=2)(=[O:9])=[O:8])[CH2:6][CH2:5]1)[CH:2]=[CH2:3]. The catalyst class is: 1. (6) Reactant: [CH3:1][N:2]([CH:21]1[CH2:26][C:25]([CH3:28])([CH3:27])[NH:24][C:23]([CH3:30])([CH3:29])[CH2:22]1)[C:3]1[N:8]=[N:7][C:6]([C:9]2[CH:14]=[CH:13][C:12]([OH:15])=[CH:11][C:10]=2[O:16][C:17]([F:20])([F:19])[F:18])=[CH:5][CH:4]=1.CCN(CC)CC.C1C=CC(N([S:45]([C:48]([F:51])([F:50])[F:49])(=[O:47])=[O:46])[S:45]([C:48]([F:51])([F:50])[F:49])(=[O:47])=[O:46])=CC=1. Product: [F:49][C:48]([F:51])([F:50])[S:45]([O:15][C:12]1[CH:13]=[CH:14][C:9]([C:6]2[N:7]=[N:8][C:3]([N:2]([CH3:1])[CH:21]3[CH2:26][C:25]([CH3:28])([CH3:27])[NH:24][C:23]([CH3:30])([CH3:29])[CH2:22]3)=[CH:4][CH:5]=2)=[C:10]([O:16][C:17]([F:20])([F:18])[F:19])[CH:11]=1)(=[O:47])=[O:46]. The catalyst class is: 2. (7) The catalyst class is: 3. Reactant: [CH3:1][O:2][C:3]1[CH:4]=[C:5]([CH2:11][C:12]#[N:13])[CH:6]=[C:7]([O:9][CH3:10])[CH:8]=1.IC.[H-].[Na+].[CH3:18]CCCCC. Product: [CH3:10][O:9][C:7]1[CH:6]=[C:5]([CH:11]([CH3:18])[C:12]#[N:13])[CH:4]=[C:3]([O:2][CH3:1])[CH:8]=1.